Predict the reactants needed to synthesize the given product. From a dataset of Full USPTO retrosynthesis dataset with 1.9M reactions from patents (1976-2016). (1) Given the product [C:19]1([C:18]([C:25]2[CH:26]=[CH:27][CH:28]=[CH:29][CH:30]=2)([C:31]2[CH:32]=[CH:33][CH:34]=[CH:35][CH:36]=2)[N:1]2[CH2:6][CH2:5][CH2:4][CH2:3][C@H:2]2[C:7]([O:9][CH3:10])=[O:8])[CH:20]=[CH:21][CH:22]=[CH:23][CH:24]=1, predict the reactants needed to synthesize it. The reactants are: [NH:1]1[CH2:6][CH2:5][CH2:4][CH2:3][C@H:2]1[C:7]([O:9][CH3:10])=[O:8].CCN(CC)CC.[C:18](Br)([C:31]1[CH:36]=[CH:35][CH:34]=[CH:33][CH:32]=1)([C:25]1[CH:30]=[CH:29][CH:28]=[CH:27][CH:26]=1)[C:19]1[CH:24]=[CH:23][CH:22]=[CH:21][CH:20]=1.[NH4+].[Cl-]. (2) Given the product [Cl:1][C:2]1[C:3]([O:25][CH2:26][CH2:27][O:28][CH3:29])=[CH:4][C:5]2[CH2:14][CH:13]([CH2:15][S:16][CH3:17])[N:12]3[C:7](=[CH:8][C:9](=[O:23])[C:10]([C:18]([OH:20])=[O:19])=[CH:11]3)[C:6]=2[CH:24]=1, predict the reactants needed to synthesize it. The reactants are: [Cl:1][C:2]1[C:3]([O:25][CH2:26][CH2:27][O:28][CH3:29])=[CH:4][C:5]2[CH2:14][CH:13]([CH2:15][S:16][CH3:17])[N:12]3[C:7](=[CH:8][C:9](=[O:23])[C:10]([C:18]([O:20]CC)=[O:19])=[CH:11]3)[C:6]=2[CH:24]=1.O[Li].O.ClC1C(OCCOC)=CC2CC(CSC)N3C(=CC(=O)C(C([O-])=O)=C3)C=2C=1. (3) Given the product [CH2:19]1[C:20]2[C:25](=[CH:24][CH:23]=[CH:22][CH:21]=2)[CH2:26][CH2:27][N:18]1[CH2:17][CH:16]([OH:28])[CH2:15][NH:14][C:9](=[O:11])[CH2:8][O:7][C:6]1[CH:5]=[CH:4][C:3]([O:2][CH3:1])=[CH:13][CH:12]=1, predict the reactants needed to synthesize it. The reactants are: [CH3:1][O:2][C:3]1[CH:13]=[CH:12][C:6]([O:7][CH2:8][C:9]([OH:11])=O)=[CH:5][CH:4]=1.[NH2:14][CH2:15][CH:16]([OH:28])[CH2:17][N:18]1[CH2:27][CH2:26][C:25]2[C:20](=[CH:21][CH:22]=[CH:23][CH:24]=2)[CH2:19]1.C1N(P(Cl)(N2C(=O)OCC2)=O)C(=O)OC1.CCN(C(C)C)C(C)C. (4) Given the product [CH2:4]([N:35]([C:10]1[C:9]([CH2:6][CH:7]=[CH2:8])=[C:14]([N:15]([C:25]([O:27][C:28]([CH3:31])([CH3:30])[CH3:29])=[O:26])[C:16]2[CH:17]=[CH:18][C:19]([O:22][CH2:23][CH3:24])=[CH:20][CH:21]=2)[N:13]2[N:32]=[CH:33][CH:34]=[C:12]2[N:11]=1)[C@H:36]1[CH2:41][CH2:40][CH2:39][N:38]([C:42]([O:44][C:45]([CH3:47])([CH3:46])[CH3:48])=[O:43])[CH2:37]1)[CH:3]=[CH2:2], predict the reactants needed to synthesize it. The reactants are: O1C[CH2:4][CH2:3][CH2:2]1.[CH2:6]([C:9]1[C:10]([NH:35][C@H:36]2[CH2:41][CH2:40][CH2:39][N:38]([C:42]([O:44][C:45]([CH3:48])([CH3:47])[CH3:46])=[O:43])[CH2:37]2)=[N:11][C:12]2[N:13]([N:32]=[CH:33][CH:34]=2)[C:14]=1[N:15]([C:25]([O:27][C:28]([CH3:31])([CH3:30])[CH3:29])=[O:26])[C:16]1[CH:21]=[CH:20][C:19]([O:22][CH2:23][CH3:24])=[CH:18][CH:17]=1)[CH:7]=[CH2:8].[H-].[Na+].C(Br)C=C. (5) Given the product [F:14][C:11]1[CH:12]=[CH:13][C:8]([C:4]2[CH:3]=[C:2]([C:18]3[CH:19]=[CH:20][N:15]=[CH:16][CH:17]=3)[N:6]([CH3:7])[N:5]=2)=[CH:9][CH:10]=1, predict the reactants needed to synthesize it. The reactants are: Br[C:2]1[N:6]([CH3:7])[N:5]=[C:4]([C:8]2[CH:13]=[CH:12][C:11]([F:14])=[CH:10][CH:9]=2)[CH:3]=1.[N:15]1[CH:20]=[CH:19][C:18](B(O)O)=[CH:17][CH:16]=1.P([O-])([O-])([O-])=O.[K+].[K+].[K+]. (6) Given the product [NH2:7][CH:8]1[C:14](=[O:15])[NH:13][C:12]2[CH:16]=[CH:17][CH:18]=[CH:19][C:11]=2[NH:10][C:9]1=[O:20], predict the reactants needed to synthesize it. The reactants are: C(O)(=O)C.CO[N:7]=[C:8]1[C:14](=[O:15])[NH:13][C:12]2[CH:16]=[CH:17][CH:18]=[CH:19][C:11]=2[NH:10][C:9]1=[O:20]. (7) Given the product [CH3:1][S:2]([C:5]1[CH:10]=[CH:9][C:8]([C:11]2([CH:20]3[CH2:25][CH2:24][N:23]([CH:26]([CH3:30])[CH2:27][CH2:28][NH:29][C:34](=[O:35])[C:33]4[C:37]([CH3:41])=[CH:38][CH:39]=[N:40][C:32]=4[CH3:31])[CH2:22][CH2:21]3)[O:15][C:14]3[CH:16]=[CH:17][CH:18]=[CH:19][C:13]=3[O:12]2)=[CH:7][CH:6]=1)(=[O:3])=[O:4], predict the reactants needed to synthesize it. The reactants are: [CH3:1][S:2]([C:5]1[CH:10]=[CH:9][C:8]([C:11]2([CH:20]3[CH2:25][CH2:24][N:23]([CH:26]([CH3:30])[CH2:27][CH2:28][NH2:29])[CH2:22][CH2:21]3)[O:15][C:14]3[CH:16]=[CH:17][CH:18]=[CH:19][C:13]=3[O:12]2)=[CH:7][CH:6]=1)(=[O:4])=[O:3].[CH3:31][C:32]1[N:40]=[CH:39][CH:38]=[C:37]([CH3:41])[C:33]=1[C:34](O)=[O:35]. (8) Given the product [Cl:1][C:2]1[C:3]([N:36]2[CH2:35][CH2:34][N:33]([C:39]3[CH:45]=[CH:41][CH:42]=[CH:43][N:44]=3)[CH2:38][CH2:37]2)=[C:4]([F:31])[CH:5]=[C:6]2[C:11]=1[N:10]([C:12]1[CH:13]=[CH:14][C:15]([CH2:18][N:19]3[CH2:23][CH2:22][C@H:21]([OH:24])[CH2:20]3)=[CH:16][CH:17]=1)[CH:9]=[C:8]([C:25]([O:27][CH2:28][CH3:29])=[O:26])[C:7]2=[O:30], predict the reactants needed to synthesize it. The reactants are: [Cl:1][C:2]1[C:3](F)=[C:4]([F:31])[CH:5]=[C:6]2[C:11]=1[N:10]([C:12]1[CH:17]=[CH:16][C:15]([CH2:18][N:19]3[CH2:23][CH2:22][C@H:21]([OH:24])[CH2:20]3)=[CH:14][CH:13]=1)[CH:9]=[C:8]([C:25]([O:27][CH2:28][CH3:29])=[O:26])[C:7]2=[O:30].[N:33]1([C:39]2[N:44]=[CH:43][CH:42]=[CH:41]N=2)[CH2:38][CH2:37][NH:36][CH2:35][CH2:34]1.[CH3:45]CN(C(C)C)C(C)C. (9) Given the product [ClH:15].[F:5][C:6]1[C:7]([CH3:13])=[C:8]([NH:9][NH2:1])[CH:10]=[CH:11][CH:12]=1, predict the reactants needed to synthesize it. The reactants are: [N:1]([O-])=O.[Na+].[F:5][C:6]1[C:7]([CH3:13])=[C:8]([CH:10]=[CH:11][CH:12]=1)[NH2:9].[Sn](Cl)[Cl:15].[OH-].[Na+]. (10) Given the product [Cl:1][C:2]1[N:3]=[C:4]([N:19]2[CH2:20][CH2:21][O:22][CH2:23][CH2:24]2)[C:5]2[N:11]=[C:10]([CH:12]=[C:34]3[CH2:35][N:36]([C:38]([O:40][C:41]([CH3:44])([CH3:43])[CH3:42])=[O:39])[CH2:37]3)[CH:9]=[CH:8][C:6]=2[N:7]=1, predict the reactants needed to synthesize it. The reactants are: [Cl:1][C:2]1[N:3]=[C:4]([N:19]2[CH2:24][CH2:23][O:22][CH2:21][CH2:20]2)[C:5]2[N:11]=[C:10]([CH2:12]P(=O)(OC)OC)[CH:9]=[CH:8][C:6]=2[N:7]=1.C([N-]C(C)C)(C)C.[Li+].O=[C:34]1[CH2:37][N:36]([C:38]([O:40][C:41]([CH3:44])([CH3:43])[CH3:42])=[O:39])[CH2:35]1.